The task is: Predict the reaction yield, written as a fraction of the theoretical maximum amount of product (1.0 means a 100% yield; for example, 0.34 means a 34% yield).. This data is from Reaction yield outcomes from USPTO patents with 853,638 reactions. (1) The reactants are Br[CH:2]([CH3:4])[CH3:3].[Cl:5][C:6]1[CH:15]=[C:14]([I:16])[C:13]([OH:17])=[C:12]2[C:7]=1[CH:8]=[CH:9][CH:10]=[N:11]2.C([O-])([O-])=O.[K+].[K+].[NH4+].[Cl-]. The yield is 0.930. The product is [Cl:5][C:6]1[CH:15]=[C:14]([I:16])[C:13]([O:17][CH:2]([CH3:4])[CH3:3])=[C:12]2[C:7]=1[CH:8]=[CH:9][CH:10]=[N:11]2. The catalyst is CS(C)=O. (2) The reactants are [CH3:1][O:2][C:3]1[CH:13]=[CH:12][C:6]([O:7][CH2:8][CH2:9]C#N)=[CH:5][CH:4]=1.Cl.O.[C:16](=[O:19])([O-])[O-:17].[Na+].[Na+]. The catalyst is ClCCl. The product is [CH3:1][O:2][C:3]1[CH:13]=[CH:12][C:6]([O:7][CH2:8][CH2:9][C:16]([OH:17])=[O:19])=[CH:5][CH:4]=1. The yield is 0.860. (3) The reactants are [NH2:1][C:2]1[CH:7]=[CH:6][C:5]([OH:8])=[CH:4][C:3]=1[F:9].[CH3:10][O:11][C:12](=[O:22])[C:13]1[CH:18]=[CH:17][C:16]([CH:19]=O)=[CH:15][C:14]=1[CH3:21].C(O[BH-](OC(=O)C)OC(=O)C)(=O)C.[Na+]. The catalyst is C(O)(=O)C. The product is [CH3:10][O:11][C:12](=[O:22])[C:13]1[CH:18]=[CH:17][C:16]([CH2:19][NH:1][C:2]2[CH:7]=[CH:6][C:5]([OH:8])=[CH:4][C:3]=2[F:9])=[CH:15][C:14]=1[CH3:21]. The yield is 0.930. (4) The reactants are Br[C:2]1[N:10]([CH2:11][C:12]2[CH:17]=[CH:16][C:15]([Cl:18])=[CH:14][CH:13]=2)[C:9]2[C:8](=[O:19])[N:7]([CH2:20][CH2:21][C:22]3([OH:25])[CH2:24][CH2:23]3)[C:6](=[O:26])[N:5]([CH3:27])[C:4]=2[N:3]=1.[CH3:28][C:29]1[N:34]=[CH:33][C:32]([OH:35])=[CH:31][CH:30]=1.C(=O)([O-])[O-].[K+].[K+]. The catalyst is CN(C=O)C. The product is [Cl:18][C:15]1[CH:16]=[CH:17][C:12]([CH2:11][N:10]2[C:9]3[C:8](=[O:19])[N:7]([CH2:20][CH2:21][C:22]4([OH:25])[CH2:24][CH2:23]4)[C:6](=[O:26])[N:5]([CH3:27])[C:4]=3[N:3]=[C:2]2[O:35][C:32]2[CH:33]=[N:34][C:29]([CH3:28])=[CH:30][CH:31]=2)=[CH:13][CH:14]=1. The yield is 0.809.